This data is from Full USPTO retrosynthesis dataset with 1.9M reactions from patents (1976-2016). The task is: Predict the reactants needed to synthesize the given product. (1) Given the product [CH:24]1([CH:30]2[NH:13][C:6]3[CH:5]=[CH:4][C:3]([C:1]4[CH:19]=[CH:18][CH:17]=[CH:16][C:15]=4[F:14])=[CH:8][C:7]=3[S:9](=[O:11])(=[O:10])[NH:12]2)[CH2:29][CH2:28][CH2:27][CH2:26][CH2:25]1, predict the reactants needed to synthesize it. The reactants are: [C:1]([C:3]1[CH:4]=[CH:5][C:6]([NH2:13])=[C:7]([S:9]([NH2:12])(=[O:11])=[O:10])[CH:8]=1)#N.[F:14][C:15]1C=[CH:19][CH:18]=[CH:17][C:16]=1B(O)O.[CH:24]1([CH:30]=O)[CH2:29][CH2:28][CH2:27][CH2:26][CH2:25]1. (2) Given the product [Cl:29][C:30]1[CH:35]=[C:34]([C:2]2[CH:3]=[C:4]3[C:9](=[CH:10][CH:11]=2)[N:8]=[CH:7][C:6]([C:12]([CH:14]2[CH2:16][CH2:15]2)=[O:13])=[C:5]3[N:17]2[CH2:22][CH2:21][CH:20]([CH2:23][N:24]3[CH2:25][CH2:26][CH2:27][CH2:28]3)[CH2:19][CH2:18]2)[CH:33]=[C:32]([F:45])[C:31]=1[OH:46], predict the reactants needed to synthesize it. The reactants are: Br[C:2]1[CH:3]=[C:4]2[C:9](=[CH:10][CH:11]=1)[N:8]=[CH:7][C:6]([C:12]([CH:14]1[CH2:16][CH2:15]1)=[O:13])=[C:5]2[N:17]1[CH2:22][CH2:21][CH:20]([CH2:23][N:24]2[CH2:28][CH2:27][CH2:26][CH2:25]2)[CH2:19][CH2:18]1.[Cl:29][C:30]1[CH:35]=[C:34](B2OC(C)(C)C(C)(C)O2)[CH:33]=[C:32]([F:45])[C:31]=1[OH:46].